From a dataset of Full USPTO retrosynthesis dataset with 1.9M reactions from patents (1976-2016). Predict the reactants needed to synthesize the given product. Given the product [ClH:16].[CH3:1][C:2]1[O:3][C:4]2[C:14]([N:15]=1)=[CH:13][C:7]1[CH2:8][CH2:9][N:10]([CH2:17][CH2:18][CH2:19][S:20][C:21]3[N:22]([CH3:37])[C:23]([C:26]4[CH:35]=[CH:34][CH:33]=[C:32]5[C:27]=4[CH:28]=[CH:29][C:30]([CH3:36])=[N:31]5)=[N:24][N:25]=3)[CH2:11][CH2:12][C:6]=1[CH:5]=2, predict the reactants needed to synthesize it. The reactants are: [CH3:1][C:2]1[O:3][C:4]2[C:14]([N:15]=1)=[CH:13][C:7]1[CH2:8][CH2:9][NH:10][CH2:11][CH2:12][C:6]=1[CH:5]=2.[Cl:16][CH2:17][CH2:18][CH2:19][S:20][C:21]1[N:22]([CH3:37])[C:23]([C:26]2[CH:35]=[CH:34][CH:33]=[C:32]3[C:27]=2[CH:28]=[CH:29][C:30]([CH3:36])=[N:31]3)=[N:24][N:25]=1.